The task is: Predict the product of the given reaction.. This data is from Forward reaction prediction with 1.9M reactions from USPTO patents (1976-2016). Given the reactants C[O:2][C:3](=[O:37])[CH:4]([NH:27][CH2:28][C:29]1[C:34]([Cl:35])=[CH:33][CH:32]=[CH:31][C:30]=1[Cl:36])[CH2:5][NH:6][C:7]([N:9]1[CH2:26][CH2:25][C:12]2([N:16]([C:17]3[CH:22]=[CH:21][CH:20]=[CH:19][CH:18]=3)[CH2:15][N:14]([CH3:23])[C:13]2=[O:24])[CH2:11][CH2:10]1)=[O:8].Cl, predict the reaction product. The product is: [Cl:35][C:34]1[CH:33]=[CH:32][CH:31]=[C:30]([Cl:36])[C:29]=1[CH2:28][NH:27][CH:4]([CH2:5][NH:6][C:7]([N:9]1[CH2:26][CH2:25][C:12]2([N:16]([C:17]3[CH:22]=[CH:21][CH:20]=[CH:19][CH:18]=3)[CH2:15][N:14]([CH3:23])[C:13]2=[O:24])[CH2:11][CH2:10]1)=[O:8])[C:3]([OH:37])=[O:2].